Dataset: Acute oral toxicity (LD50) regression data from Zhu et al.. Task: Regression/Classification. Given a drug SMILES string, predict its toxicity properties. Task type varies by dataset: regression for continuous values (e.g., LD50, hERG inhibition percentage) or binary classification for toxic/non-toxic outcomes (e.g., AMES mutagenicity, cardiotoxicity, hepatotoxicity). Dataset: ld50_zhu. The molecule is CCOCn1cc(F)c(=O)n(C(=O)c2cccc(C(=O)Oc3nc(OC(=O)c4ccccc4)ccc3C#N)c2)c1=O. The rat oral LD50 is 2.48, given as -log10 of the dose in mol/kg body weight (higher means more acutely toxic).